This data is from Forward reaction prediction with 1.9M reactions from USPTO patents (1976-2016). The task is: Predict the product of the given reaction. (1) Given the reactants F[C:2]1[CH:18]=[CH:17][C:5]([O:6][CH2:7][C:8]2[S:9][C:10]3[CH:16]=[CH:15][CH:14]=[CH:13][C:11]=3[N:12]=2)=[CH:4][C:3]=1[N+:19]([O-:21])=[O:20].Cl.[Br:23][C:24]1[CH:31]=[CH:30][C:27]([CH2:28][NH2:29])=[CH:26][CH:25]=1.CCN(C(C)C)C(C)C, predict the reaction product. The product is: [S:9]1[C:10]2[CH:16]=[CH:15][CH:14]=[CH:13][C:11]=2[N:12]=[C:8]1[CH2:7][O:6][C:5]1[CH:17]=[CH:18][C:2]([NH:29][CH2:28][C:27]2[CH:30]=[CH:31][C:24]([Br:23])=[CH:25][CH:26]=2)=[C:3]([N+:19]([O-:21])=[O:20])[CH:4]=1. (2) Given the reactants [Br:1][C:2]1[CH:3]=[C:4]([C:8]([F:35])([F:34])[C:9](=[O:33])/[CH:10]=[CH:11]/[C@H:12]2[CH2:17][CH2:16][O:15][C:14](=[O:18])[N:13]2[CH2:19][CH2:20][CH2:21][C:22]2[S:26][C:25]([C:27]([O:29][CH:30]([CH3:32])[CH3:31])=[O:28])=[CH:24][CH:23]=2)[CH:5]=[CH:6][CH:7]=1.C(O)=O.C(N(CC)CC)C, predict the reaction product. The product is: [Br:1][C:2]1[CH:3]=[C:4]([C:8]([F:35])([F:34])[C@H:9]([OH:33])/[CH:10]=[CH:11]/[C@H:12]2[CH2:17][CH2:16][O:15][C:14](=[O:18])[N:13]2[CH2:19][CH2:20][CH2:21][C:22]2[S:26][C:25]([C:27]([O:29][CH:30]([CH3:31])[CH3:32])=[O:28])=[CH:24][CH:23]=2)[CH:5]=[CH:6][CH:7]=1. (3) The product is: [C:2]1([C:1]2[O:12][C:11]([C:13]3[N:14]=[CH:15][N:16]4[C:21](=[O:22])[N:20]([CH2:23][C:24]#[CH:25])[N:19]=[N:18][C:17]=34)=[N:10][N:9]=2)[CH:7]=[CH:6][CH:5]=[CH:4][CH:3]=1. Given the reactants [C:1]([NH:9][NH:10][C:11]([C:13]1[N:14]=[CH:15][N:16]2[C:21](=[O:22])[N:20]([CH2:23][C:24]#[CH:25])[N:19]=[N:18][C:17]=12)=[O:12])(=O)[C:2]1[CH:7]=[CH:6][CH:5]=[CH:4][CH:3]=1.CC[N+](S(N=C(OC)[O-])(=O)=O)(CC)CC, predict the reaction product. (4) Given the reactants [C:1]1([C@H:11]([NH:13][CH2:14][CH:15]2[CH:20]([C:21]3[CH:26]=[CH:25][CH:24]=[CH:23][CH:22]=3)[CH2:19][CH2:18][N:17](C(=O)C(F)(F)F)[CH2:16]2)[CH3:12])[C:10]2[C:5](=[CH:6][CH:7]=[CH:8][CH:9]=2)[CH:4]=[CH:3][CH:2]=1.[C:44]([O:43][C:41](O[C:41]([O:43][C:44]([CH3:47])([CH3:46])[CH3:45])=[O:42])=[O:42])([CH3:47])([CH3:46])[CH3:45].CO.[OH-].[Na+], predict the reaction product. The product is: [C:44]([O:43][C:41](=[O:42])[N:13]([C@@H:11]([C:1]1[C:10]2[C:5](=[CH:6][CH:7]=[CH:8][CH:9]=2)[CH:4]=[CH:3][CH:2]=1)[CH3:12])[CH2:14][CH:15]1[CH:20]([C:21]2[CH:26]=[CH:25][CH:24]=[CH:23][CH:22]=2)[CH2:19][CH2:18][NH:17][CH2:16]1)([CH3:45])([CH3:46])[CH3:47]. (5) Given the reactants [ClH:1].[CH2:2]([O:4][CH2:5][C@@H:6]1[CH2:11][CH2:10][CH2:9][N:8](C(OC(C)(C)C)=O)[CH2:7]1)[CH3:3], predict the reaction product. The product is: [ClH:1].[CH2:2]([O:4][CH2:5][C@@H:6]1[CH2:11][CH2:10][CH2:9][NH:8][CH2:7]1)[CH3:3]. (6) Given the reactants [Cl:1][C:2]1[CH:7]=[C:6]([Cl:8])[CH:5]=[CH:4][C:3]=1[CH:9]1[CH2:12][CH2:11][C:10]1([N+:23]#[C-:24])[S:13]([C:16]1[CH:21]=[CH:20][C:19]([CH3:22])=[CH:18][CH:17]=1)(=[O:15])=[O:14].Cl.O.CC[O:29]C(C)=O, predict the reaction product. The product is: [Cl:1][C:2]1[CH:7]=[C:6]([Cl:8])[CH:5]=[CH:4][C:3]=1[CH:9]1[CH2:12][CH2:11][C:10]1([NH:23][CH:24]=[O:29])[S:13]([C:16]1[CH:17]=[CH:18][C:19]([CH3:22])=[CH:20][CH:21]=1)(=[O:14])=[O:15]. (7) Given the reactants Cl[C:2](Cl)([O:4]C(=O)OC(Cl)(Cl)Cl)Cl.C(N(CC)CC)C.[Cl:20][C:21]1[N:26]=[C:25]([NH:27][CH:28]2[CH2:33][CH2:32][O:31][CH2:30][CH2:29]2)[C:24]([NH:34][CH2:35][C:36]2[CH:41]=[CH:40][C:39]([O:42][CH3:43])=[CH:38][C:37]=2[O:44][CH3:45])=[CH:23][N:22]=1.C(=O)([O-])O.[Na+], predict the reaction product. The product is: [Cl:20][C:21]1[N:26]=[C:25]2[C:24]([N:34]([CH2:35][C:36]3[CH:41]=[CH:40][C:39]([O:42][CH3:43])=[CH:38][C:37]=3[O:44][CH3:45])[C:2](=[O:4])[N:27]2[CH:28]2[CH2:33][CH2:32][O:31][CH2:30][CH2:29]2)=[CH:23][N:22]=1.